This data is from Cav3 T-type calcium channel HTS with 100,875 compounds. The task is: Binary Classification. Given a drug SMILES string, predict its activity (active/inactive) in a high-throughput screening assay against a specified biological target. (1) The molecule is S(c1n(c(nn1)c1ccc(OC)cc1)C)CC(=O)Nc1ccc(cc1)C. The result is 0 (inactive). (2) The drug is O=C(N1CCN(CC1)c1ccccc1)CS(=O)CC(=O)Nc1c(cc(cc1C)C)C. The result is 0 (inactive).